Task: Predict which catalyst facilitates the given reaction.. Dataset: Catalyst prediction with 721,799 reactions and 888 catalyst types from USPTO (1) Reactant: [CH3:1][C:2]1[O:6][N:5]=[CH:4][C:3]=1[C:7]([OH:9])=O.C(Cl)CCl.C1C=NC2N(O)N=NC=2C=1.[F:24][C:25]1[CH:30]=[CH:29][C:28]([C:31]2[N:32]=[C:33]([C@H:36]3[CH2:41][CH2:40][CH2:39][NH:38][CH2:37]3)[O:34][CH:35]=2)=[CH:27][CH:26]=1. Product: [F:24][C:25]1[CH:30]=[CH:29][C:28]([C:31]2[N:32]=[C:33]([C@H:36]3[CH2:41][CH2:40][CH2:39][N:38]([C:7]([C:3]4[CH:4]=[N:5][O:6][C:2]=4[CH3:1])=[O:9])[CH2:37]3)[O:34][CH:35]=2)=[CH:27][CH:26]=1. The catalyst class is: 12. (2) Reactant: Br[C:2]1[CH:7]=[C:6]([Cl:8])[CH:5]=[CH:4][C:3]=1[O:9][CH2:10][C:11]([F:14])([F:13])[F:12].C([Mg]Cl)(C)C.C[O:21][B:22](OC)[O:23]C.Cl. Product: [Cl:8][C:6]1[CH:5]=[CH:4][C:3]([O:9][CH2:10][C:11]([F:14])([F:13])[F:12])=[C:2]([B:22]([OH:23])[OH:21])[CH:7]=1. The catalyst class is: 7. (3) Reactant: [Cl:1][C:2]1[CH:10]=[CH:9][CH:8]=[C:7]2[C:3]=1[C:4]([C:15]([N:17]1[CH2:22][CH2:21][CH:20]([C:23]3[CH:24]=[C:25]([CH:34]=[CH:35][C:36]=3[F:37])[CH2:26][NH:27]C(=O)C(F)(F)F)[CH2:19][CH2:18]1)=[O:16])=[CH:5][N:6]2[CH2:11][CH2:12][O:13][CH3:14].[OH-].[Na+]. Product: [NH2:27][CH2:26][C:25]1[CH:34]=[CH:35][C:36]([F:37])=[C:23]([CH:20]2[CH2:19][CH2:18][N:17]([C:15]([C:4]3[C:3]4[C:7](=[CH:8][CH:9]=[CH:10][C:2]=4[Cl:1])[N:6]([CH2:11][CH2:12][O:13][CH3:14])[CH:5]=3)=[O:16])[CH2:22][CH2:21]2)[CH:24]=1. The catalyst class is: 24. (4) Reactant: Cl.[CH3:2][C:3]1[CH:8]=[CH:7][CH:6]=[CH:5][C:4]=1[CH2:9][C:10]([CH:12]1[CH2:17][CH2:16][NH:15][CH2:14][CH2:13]1)=[O:11].[C:18]([O:22][C:23]1[C:32]([CH:33]=O)=[N:31][C:30]2[C:25](=[CH:26][CH:27]=[CH:28][CH:29]=2)[N:24]=1)([CH3:21])([CH3:20])[CH3:19].C(O[BH-](OC(=O)C)OC(=O)C)(=O)C.[Na+].C(=O)(O)[O-].[Na+]. Product: [C:18]([O:22][C:23]1[C:32]([CH2:33][N:15]2[CH2:14][CH2:13][CH:12]([C:10](=[O:11])[CH2:9][C:4]3[CH:5]=[CH:6][CH:7]=[CH:8][C:3]=3[CH3:2])[CH2:17][CH2:16]2)=[N:31][C:30]2[C:25]([N:24]=1)=[CH:26][CH:27]=[CH:28][CH:29]=2)([CH3:21])([CH3:20])[CH3:19]. The catalyst class is: 96.